Dataset: Reaction yield outcomes from USPTO patents with 853,638 reactions. Task: Predict the reaction yield, written as a fraction of the theoretical maximum amount of product (1.0 means a 100% yield; for example, 0.34 means a 34% yield). (1) The reactants are [C:1]([NH:4][C@@H:5]1[C@@H:10]([NH:11][C:12]([O:14][C:15]([CH3:18])([CH3:17])[CH3:16])=[O:13])[CH2:9][C:8]([C:19]([O:21]CC)=[O:20])=[CH:7][C@H:6]1[O:24][CH:25]([CH2:28][CH3:29])[CH2:26][CH3:27])(=[O:3])[CH3:2].[OH-].[Na+].Cl. The catalyst is C1COCC1. The product is [C:1]([NH:4][C@@H:5]1[C@@H:10]([NH:11][C:12]([O:14][C:15]([CH3:17])([CH3:18])[CH3:16])=[O:13])[CH2:9][C:8]([C:19]([OH:21])=[O:20])=[CH:7][C@H:6]1[O:24][CH:25]([CH2:28][CH3:29])[CH2:26][CH3:27])(=[O:3])[CH3:2]. The yield is 0.950. (2) The reactants are Br[C:2]1[CH:7]=[CH:6][C:5]([NH:8][C:9]([C:11]2[N:12]([CH2:18][O:19][CH2:20][CH2:21][Si:22]([CH3:25])([CH3:24])[CH3:23])[CH:13]=[C:14]([C:16]#[N:17])[N:15]=2)=[O:10])=[C:4]([C:26]2[CH2:31][CH2:30][CH2:29][CH2:28][CH:27]=2)[CH:3]=1.C([Sn](CCCC)(CCCC)[C:37]([O:39]CC)=[CH2:38])CCC.CCOC(C)=O. The catalyst is O1CCOCC1.Cl[Pd](Cl)([P](C1C=CC=CC=1)(C1C=CC=CC=1)C1C=CC=CC=1)[P](C1C=CC=CC=1)(C1C=CC=CC=1)C1C=CC=CC=1. The product is [C:37]([C:2]1[CH:7]=[CH:6][C:5]([NH:8][C:9]([C:11]2[N:12]([CH2:18][O:19][CH2:20][CH2:21][Si:22]([CH3:25])([CH3:23])[CH3:24])[CH:13]=[C:14]([C:16]#[N:17])[N:15]=2)=[O:10])=[C:4]([C:26]2[CH2:31][CH2:30][CH2:29][CH2:28][CH:27]=2)[CH:3]=1)(=[O:39])[CH3:38]. The yield is 0.860.